From a dataset of Forward reaction prediction with 1.9M reactions from USPTO patents (1976-2016). Predict the product of the given reaction. (1) Given the reactants Cl[C:2]1[C:7]([CH:8]=[O:9])=[C:6]([Cl:10])[N:5]=[C:4]([S:11][CH3:12])[N:3]=1.[F:13][C:14]1[CH:20]=[CH:19][CH:18]=[C:17]([F:21])[C:15]=1[NH2:16].CCN(CC)CC, predict the reaction product. The product is: [Cl:10][C:6]1[C:7]([CH:8]=[O:9])=[C:2]([NH:16][C:15]2[C:14]([F:13])=[CH:20][CH:19]=[CH:18][C:17]=2[F:21])[N:3]=[C:4]([S:11][CH3:12])[N:5]=1. (2) Given the reactants CC1(C)[O:7][CH2:6][C:5]([NH:25]C(=O)OC(C)(C)C)([C:8]2[O:9][C:10]3[CH:16]=[CH:15][C:14]([CH2:17][CH2:18][CH2:19][CH2:20][CH2:21][CH2:22][CH2:23][CH3:24])=[CH:13][C:11]=3[CH:12]=2)[CH2:4][O:3]1.ClC1C=C(C2ON=C(C3C=CC4OC(C5(NC(=O)OC(C)(C)C)COC(C)(C)OC5)=CC=4C=3)N=2)C=CC=1OCCC, predict the reaction product. The product is: [NH2:25][C:5]([C:8]1[O:9][C:10]2[CH:16]=[CH:15][C:14]([CH2:17][CH2:18][CH2:19][CH2:20][CH2:21][CH2:22][CH2:23][CH3:24])=[CH:13][C:11]=2[CH:12]=1)([CH2:6][OH:7])[CH2:4][OH:3]. (3) Given the reactants [CH3:1][N:2]([C:4]1[CH:9]=[CH:8][C:7]([C:10]([F:13])([F:12])[F:11])=[CH:6][N:5]=1)[NH2:3].[CH3:14][C:15]1[N:19]([CH2:20][C:21]([N:23]2[CH2:28][CH2:27][CH:26]([C:29]3[S:30][CH:31]=[C:32]([CH:34]=O)[N:33]=3)[CH2:25][CH2:24]2)=[O:22])[N:18]=[C:17]([C:36]([F:39])([F:38])[F:37])[CH:16]=1, predict the reaction product. The product is: [CH3:1][N:2]([C:4]1[CH:9]=[CH:8][C:7]([C:10]([F:13])([F:11])[F:12])=[CH:6][N:5]=1)[N:3]=[CH:34][C:32]1[N:33]=[C:29]([CH:26]2[CH2:25][CH2:24][N:23]([C:21](=[O:22])[CH2:20][N:19]3[C:15]([CH3:14])=[CH:16][C:17]([C:36]([F:37])([F:39])[F:38])=[N:18]3)[CH2:28][CH2:27]2)[S:30][CH:31]=1. (4) Given the reactants [N:1]1([C:9]([O:11][CH2:12][C:13]2[CH:18]=[CH:17][CH:16]=[CH:15][CH:14]=2)=[O:10])[CH2:8][CH2:7][CH2:6][C@H:2]1[C:3](O)=[O:4].S(Cl)([Cl:21])=O, predict the reaction product. The product is: [N:1]1([C:9]([O:11][CH2:12][C:13]2[CH:18]=[CH:17][CH:16]=[CH:15][CH:14]=2)=[O:10])[CH2:8][CH2:7][CH2:6][C@H:2]1[C:3]([Cl:21])=[O:4]. (5) Given the reactants BrC1C=C(C2C=CC=C(Cl)C=2)C(OC)=NC=1.Cl[CH2:18][C:19]1[CH:20]=[C:21]([C:27]2[CH:32]=[CH:31][C:30]([F:33])=[CH:29][CH:28]=2)[C:22]([O:25][CH3:26])=[N:23][CH:24]=1.CC1(C)C(C)(C)OB([C:42]2[CH:43]=[N:44][C:45]([CH2:48][C:49]#[N:50])=[N:46][CH:47]=2)O1, predict the reaction product. The product is: [F:33][C:30]1[CH:31]=[CH:32][C:27]([C:21]2[CH:20]=[C:19]([CH2:18][C:42]3[CH:43]=[N:44][C:45]([CH2:48][C:49]#[N:50])=[N:46][CH:47]=3)[CH:24]=[N:23][C:22]=2[O:25][CH3:26])=[CH:28][CH:29]=1. (6) Given the reactants C([N:8]1[CH2:13][CH2:12][C:11]2([CH2:21][C:20]3[C:15](=[CH:16][CH:17]=[C:18]([O:22][CH:23]4[CH2:28][CH2:27][N:26]([CH:29]5[CH2:32][CH2:31][CH2:30]5)[CH2:25][CH2:24]4)[CH:19]=3)[CH2:14]2)[CH2:10][CH2:9]1)C1C=CC=CC=1, predict the reaction product. The product is: [CH:29]1([N:26]2[CH2:25][CH2:24][CH:23]([O:22][C:18]3[CH:19]=[C:20]4[C:15](=[CH:16][CH:17]=3)[CH2:14][C:11]3([CH2:10][CH2:9][NH:8][CH2:13][CH2:12]3)[CH2:21]4)[CH2:28][CH2:27]2)[CH2:32][CH2:31][CH2:30]1. (7) Given the reactants [Cl:1][C:2]1[CH:7]=[CH:6][C:5]([O:8][C:9]2[CH:14]=[CH:13][C:12]([CH2:15][N:16]([CH3:20])[C:17]([NH2:19])=[NH:18])=[CH:11][CH:10]=2)=[CH:4][C:3]=1[C:21]([F:24])([F:23])[F:22].[C:25]([O-:28])([O-])=[O:26].[Cs+].[Cs+].[OH:31]/[CH:32]=[C:33](/[CH2:38][C:39]1[CH:40]=[N:41][CH:42]=[N:43][CH:44]=1)\[C:34](OC)=O, predict the reaction product. The product is: [F:22][C:21]([F:24])([F:23])[C:25]([OH:28])=[O:26].[Cl:1][C:2]1[CH:7]=[CH:6][C:5]([O:8][C:9]2[CH:14]=[CH:13][C:12]([CH2:15][N:16]([CH3:20])[C:17]3[NH:19][CH:34]=[C:33]([CH2:38][C:39]4[CH:44]=[N:43][CH:42]=[N:41][CH:40]=4)[C:32](=[O:31])[N:18]=3)=[CH:11][CH:10]=2)=[CH:4][C:3]=1[C:21]([F:22])([F:23])[F:24].